This data is from Forward reaction prediction with 1.9M reactions from USPTO patents (1976-2016). The task is: Predict the product of the given reaction. (1) Given the reactants [NH2:1][C:2]([NH2:4])=[S:3].Br[CH2:6][C:7]([C:9]1[CH:14]=[CH:13][C:12]([OH:15])=[C:11]([CH3:16])[CH:10]=1)=O, predict the reaction product. The product is: [NH2:1][C:2]1[S:3][CH:6]=[C:7]([C:9]2[CH:14]=[CH:13][C:12]([OH:15])=[C:11]([CH3:16])[CH:10]=2)[N:4]=1. (2) Given the reactants [OH:1][C@H:2]([CH3:6])[C:3]([NH2:5])=O.F[B-](F)(F)F.C([O+](CC)CC)C.N[C:20]1[C:21]([NH:29][CH:30]2[CH2:35][CH2:34][N:33]([C:36]([O:38][C:39]([CH3:42])([CH3:41])[CH3:40])=[O:37])[CH2:32][CH2:31]2)=[C:22]2[S:28][CH:27]=[CH:26][C:23]2=[N:24][CH:25]=1, predict the reaction product. The product is: [OH:1][C@@H:2]([C:3]1[N:29]([CH:30]2[CH2:35][CH2:34][N:33]([C:36]([O:38][C:39]([CH3:42])([CH3:41])[CH3:40])=[O:37])[CH2:32][CH2:31]2)[C:21]2=[C:22]3[S:28][CH:27]=[CH:26][C:23]3=[N:24][CH:25]=[C:20]2[N:5]=1)[CH3:6].